From a dataset of Full USPTO retrosynthesis dataset with 1.9M reactions from patents (1976-2016). Predict the reactants needed to synthesize the given product. (1) Given the product [OH:4][CH2:5][CH2:6][C:7]1[C:8]([CH2:19][CH2:20][NH:21][C:22](=[O:28])[O:23][C:24]([CH3:25])([CH3:26])[CH3:27])([CH3:32])[CH2:9][C:10]2[CH2:11][CH2:12][C:13](=[O:18])[NH:14][C:15]=2[CH:16]=1, predict the reactants needed to synthesize it. The reactants are: COC[O:4][CH2:5][CH2:6][C:7]1[C:16](C)=[C:15]2[C:10]([CH2:11][CH2:12][C:13](=[O:18])[NH:14]2)=[CH:9][C:8]=1[CH2:19][CH2:20][NH:21][C:22](=[O:28])[O:23][C:24]([CH3:27])([CH3:26])[CH3:25].Cl.[OH-].[Na+].[C:32](OC(OC(C)(C)C)=O)(OC(C)(C)C)=O. (2) Given the product [CH3:34][C:20]1[N:21]=[C:22]([C:24]2[CH:25]=[CH:26][C:27]([C:30]([F:33])([F:31])[F:32])=[CH:28][CH:29]=2)[S:23][C:19]=1[CH2:18][CH2:17][N:13]1[C:14]2[C:10](=[CH:9][C:8]([O:7][CH2:6][C:5]([OH:35])=[O:4])=[CH:16][CH:15]=2)[CH2:11][CH2:12]1, predict the reactants needed to synthesize it. The reactants are: [Li+].[OH-].C[O:4][C:5](=[O:35])[CH2:6][O:7][C:8]1[CH:9]=[C:10]2[C:14](=[CH:15][CH:16]=1)[N:13]([CH2:17][CH2:18][C:19]1[S:23][C:22]([C:24]3[CH:29]=[CH:28][C:27]([C:30]([F:33])([F:32])[F:31])=[CH:26][CH:25]=3)=[N:21][C:20]=1[CH3:34])[CH2:12][CH2:11]2. (3) Given the product [C:1]([C:5]1[CH:10]=[CH:9][CH:8]=[C:7]([CH:20]=[O:19])[C:6]=1[OH:11])([CH3:4])([CH3:2])[CH3:3], predict the reactants needed to synthesize it. The reactants are: [C:1]([C:5]1[CH:10]=[CH:9][CH:8]=[CH:7][C:6]=1[OH:11])([CH3:4])([CH3:3])[CH3:2].C(N(CC)CC)C.[O:19]1CCC[CH2:20]1. (4) Given the product [CH2:19]([O:1][C:2]1[CH:3]=[C:4]2[C:8](=[CH:9][CH:10]=1)[NH:7][CH:6]=[CH:5]2)[CH:18]=[CH2:17], predict the reactants needed to synthesize it. The reactants are: [OH:1][C:2]1[CH:3]=[C:4]2[C:8](=[CH:9][CH:10]=1)[NH:7][CH:6]=[CH:5]2.C(=O)([O-])[O-].[Cs+].[Cs+].[CH2:17](Br)[CH:18]=[CH2:19].O. (5) Given the product [CH2:1]([O:3][C:4](=[O:17])[CH:5]=[C:6]([O:8][C:9]1[CH:14]=[C:13]([F:15])[CH:12]=[CH:11][C:10]=1[F:16])[CH2:7][Br:18])[CH3:2], predict the reactants needed to synthesize it. The reactants are: [CH2:1]([O:3][C:4](=[O:17])[CH:5]=[C:6]([O:8][C:9]1[CH:14]=[C:13]([F:15])[CH:12]=[CH:11][C:10]=1[F:16])[CH3:7])[CH3:2].[Br:18]N1C(=O)CCC1=O.